This data is from Catalyst prediction with 721,799 reactions and 888 catalyst types from USPTO. The task is: Predict which catalyst facilitates the given reaction. Reactant: [Br:1][C:2]1[N:3]=[C:4]2[C:10]([C:11]([OH:13])=O)=[CH:9][N:8]([CH2:14][O:15][CH2:16][CH2:17][Si:18]([CH3:21])([CH3:20])[CH3:19])[C:5]2=[N:6][CH:7]=1.[N:22]1[CH:27]=[CH:26][C:25]([CH:28]([NH2:30])[CH3:29])=[CH:24][CH:23]=1.CCN(C(C)C)C(C)C.CN(C(ON1N=NC2C=CC=NC1=2)=[N+](C)C)C.F[P-](F)(F)(F)(F)F. Product: [N:22]1[CH:27]=[CH:26][C:25]([CH:28]([NH:30][C:11]([C:10]2[C:4]3[C:5](=[N:6][CH:7]=[C:2]([Br:1])[N:3]=3)[N:8]([CH2:14][O:15][CH2:16][CH2:17][Si:18]([CH3:21])([CH3:20])[CH3:19])[CH:9]=2)=[O:13])[CH3:29])=[CH:24][CH:23]=1. The catalyst class is: 650.